Predict which catalyst facilitates the given reaction. From a dataset of Catalyst prediction with 721,799 reactions and 888 catalyst types from USPTO. (1) Reactant: Cl.[NH2:2][CH:3]([C:16]1[C:21](=[O:22])[CH2:20][CH2:19][CH2:18][C:17]=1[NH:23][C:24]1[CH:29]=[CH:28][CH:27]=[C:26]([C:30]([F:33])([F:32])[F:31])[CH:25]=1)[C:4]1[CH:11]=[CH:10][C:7]([C:8]#[N:9])=[CH:6][C:5]=1[S:12]([CH3:15])(=[O:14])=[O:13].[C:34](N1C=CN=C1)(N1C=CN=C1)=[O:35].C(N(CC)CC)C. Product: [O:35]=[C:34]1[NH:2][CH:3]([C:4]2[CH:11]=[CH:10][C:7]([C:8]#[N:9])=[CH:6][C:5]=2[S:12]([CH3:15])(=[O:14])=[O:13])[C:16]2[C:21](=[O:22])[CH2:20][CH2:19][CH2:18][C:17]=2[N:23]1[C:24]1[CH:29]=[CH:28][CH:27]=[C:26]([C:30]([F:33])([F:31])[F:32])[CH:25]=1. The catalyst class is: 10. (2) Reactant: [C:1]([C:5]1[N:9]([CH2:10][CH:11]2[CH2:16][CH2:15][O:14][CH2:13][CH2:12]2)[C:8]2[CH:17]=[CH:18][C:19]([S:21](Cl)(=[O:23])=[O:22])=[CH:20][C:7]=2[N:6]=1)([CH3:4])([CH3:3])[CH3:2].[F:25][C:26]1([F:30])[CH2:29][NH:28][CH2:27]1. Product: [C:1]([C:5]1[N:9]([CH2:10][CH:11]2[CH2:16][CH2:15][O:14][CH2:13][CH2:12]2)[C:8]2[CH:17]=[CH:18][C:19]([S:21]([N:28]3[CH2:29][C:26]([F:30])([F:25])[CH2:27]3)(=[O:23])=[O:22])=[CH:20][C:7]=2[N:6]=1)([CH3:4])([CH3:3])[CH3:2]. The catalyst class is: 649. (3) Reactant: [CH3:1][C:2]1[CH:9]=[CH:8][C:5]([C:6]#[N:7])=[CH:4][C:3]=1[C:10]([F:13])([F:12])[F:11].Br[N:15]1C(=O)CCC1=O.CC(N=NC(C#N)(C)C)(C#N)C.Cl.[C:35]([O:39][C:40](=[O:44])[CH2:41][NH:42][CH3:43])([CH3:38])([CH3:37])[CH3:36].C([O-])([O-])=O.[K+].[K+].[OH2:51]. Product: [OH:51][N:7]=[C:6]([C:5]1[CH:8]=[CH:9][C:2]([CH2:1][N:42]([CH3:43])[CH2:41][C:40]([O:39][C:35]([CH3:38])([CH3:37])[CH3:36])=[O:44])=[C:3]([C:10]([F:11])([F:12])[F:13])[CH:4]=1)[NH2:15]. The catalyst class is: 290.